Dataset: NCI-60 drug combinations with 297,098 pairs across 59 cell lines. Task: Regression. Given two drug SMILES strings and cell line genomic features, predict the synergy score measuring deviation from expected non-interaction effect. (1) Drug 1: C1=NC2=C(N1)C(=S)N=CN2. Drug 2: CCN(CC)CCCC(C)NC1=C2C=C(C=CC2=NC3=C1C=CC(=C3)Cl)OC. Cell line: NCI-H226. Synergy scores: CSS=21.3, Synergy_ZIP=-1.89, Synergy_Bliss=0.755, Synergy_Loewe=-8.49, Synergy_HSA=1.23. (2) Drug 1: CN1C(=O)N2C=NC(=C2N=N1)C(=O)N. Drug 2: C(=O)(N)NO. Cell line: CCRF-CEM. Synergy scores: CSS=2.89, Synergy_ZIP=1.07, Synergy_Bliss=2.22, Synergy_Loewe=-5.13, Synergy_HSA=-1.70. (3) Drug 1: C1=CN(C(=O)N=C1N)C2C(C(C(O2)CO)O)O.Cl. Drug 2: CC=C1C(=O)NC(C(=O)OC2CC(=O)NC(C(=O)NC(CSSCCC=C2)C(=O)N1)C(C)C)C(C)C. Cell line: PC-3. Synergy scores: CSS=42.8, Synergy_ZIP=0.857, Synergy_Bliss=4.72, Synergy_Loewe=-17.8, Synergy_HSA=4.18. (4) Drug 1: C1=CC(=C2C(=C1NCCNCCO)C(=O)C3=C(C=CC(=C3C2=O)O)O)NCCNCCO. Drug 2: C1=NC(=NC(=O)N1C2C(C(C(O2)CO)O)O)N. Cell line: A549. Synergy scores: CSS=40.5, Synergy_ZIP=0.910, Synergy_Bliss=-0.881, Synergy_Loewe=-21.7, Synergy_HSA=-1.80. (5) Drug 1: CC1C(C(CC(O1)OC2CC(CC3=C2C(=C4C(=C3O)C(=O)C5=C(C4=O)C(=CC=C5)OC)O)(C(=O)C)O)N)O.Cl. Drug 2: CCCCC(=O)OCC(=O)C1(CC(C2=C(C1)C(=C3C(=C2O)C(=O)C4=C(C3=O)C=CC=C4OC)O)OC5CC(C(C(O5)C)O)NC(=O)C(F)(F)F)O. Synergy scores: CSS=20.9, Synergy_ZIP=-4.06, Synergy_Bliss=0.806, Synergy_Loewe=-7.73, Synergy_HSA=0.0669. Cell line: OVCAR3. (6) Drug 1: CN(C)N=NC1=C(NC=N1)C(=O)N. Drug 2: C(=O)(N)NO. Cell line: TK-10. Synergy scores: CSS=0.378, Synergy_ZIP=-0.747, Synergy_Bliss=-0.904, Synergy_Loewe=-3.16, Synergy_HSA=-2.14. (7) Drug 1: C1C(C(OC1N2C=C(C(=O)NC2=O)F)CO)O. Drug 2: CC1=C(C=C(C=C1)NC(=O)C2=CC=C(C=C2)CN3CCN(CC3)C)NC4=NC=CC(=N4)C5=CN=CC=C5. Cell line: KM12. Synergy scores: CSS=18.4, Synergy_ZIP=-2.65, Synergy_Bliss=-5.72, Synergy_Loewe=-12.8, Synergy_HSA=-3.80.